From a dataset of Forward reaction prediction with 1.9M reactions from USPTO patents (1976-2016). Predict the product of the given reaction. (1) Given the reactants C([O:8][C:9]1[CH:36]=[CH:35][C:34]([N:37]2[CH2:42][CH2:41][N:40]([CH3:43])[CH2:39][CH2:38]2)=[CH:33][C:10]=1[C:11]([NH:13][C:14]1[CH:26]=[C:25]([C:27]2[CH:32]=[CH:31][CH:30]=[CH:29][CH:28]=2)[CH:24]=[CH:23][C:15]=1[C:16]([O:18][C:19]([CH3:22])([CH3:21])[CH3:20])=[O:17])=[O:12])C1C=CC=CC=1.C(Cl)(Cl)Cl, predict the reaction product. The product is: [OH:8][C:9]1[CH:36]=[CH:35][C:34]([N:37]2[CH2:38][CH2:39][N:40]([CH3:43])[CH2:41][CH2:42]2)=[CH:33][C:10]=1[C:11]([NH:13][C:14]1[CH:26]=[C:25]([C:27]2[CH:32]=[CH:31][CH:30]=[CH:29][CH:28]=2)[CH:24]=[CH:23][C:15]=1[C:16]([O:18][C:19]([CH3:22])([CH3:21])[CH3:20])=[O:17])=[O:12]. (2) Given the reactants [NH2:1][CH2:2][CH2:3][N:4]1[CH2:9][CH2:8][O:7][CH2:6][CH2:5]1.Cl[C:11]1[N:16]=[C:15]([C:17]2[CH:22]=[CH:21][CH:20]=[CH:19][CH:18]=2)[N:14]=[C:13]([NH:23][C:24]2[CH:28]=[C:27]([CH3:29])[NH:26][N:25]=2)[CH:12]=1, predict the reaction product. The product is: [CH3:29][C:27]1[NH:26][N:25]=[C:24]([NH:23][C:13]2[CH:12]=[C:11]([NH:1][CH2:2][CH2:3][N:4]3[CH2:9][CH2:8][O:7][CH2:6][CH2:5]3)[N:16]=[C:15]([C:17]3[CH:18]=[CH:19][CH:20]=[CH:21][CH:22]=3)[N:14]=2)[CH:28]=1. (3) Given the reactants [Cl:1][C:2]1[C:7]([Cl:8])=[CH:6][CH:5]=[CH:4][C:3]=1[NH:9][C:10]1[C:19]2[C:14](=[CH:15][C:16]([O:26][CH2:27][CH3:28])=[C:17]([N:20]3[CH2:25][CH2:24][NH:23][CH2:22][CH2:21]3)[CH:18]=2)[N:13]=[CH:12][C:11]=1[C:29]([NH2:31])=[O:30].[CH:32](=O)[CH2:33][OH:34].CO.C(O[BH-](OC(=O)C)OC(=O)C)(=O)C.[Na+], predict the reaction product. The product is: [Cl:1][C:2]1[C:7]([Cl:8])=[CH:6][CH:5]=[CH:4][C:3]=1[NH:9][C:10]1[C:19]2[C:14](=[CH:15][C:16]([O:26][CH2:27][CH3:28])=[C:17]([N:20]3[CH2:21][CH2:22][N:23]([CH2:32][CH2:33][OH:34])[CH2:24][CH2:25]3)[CH:18]=2)[N:13]=[CH:12][C:11]=1[C:29]([NH2:31])=[O:30]. (4) Given the reactants [C:1]([O:5][C:6](=[O:17])[NH:7][CH2:8][CH2:9][C:10]1[CH:15]=[CH:14][C:13]([OH:16])=[CH:12][CH:11]=1)([CH3:4])([CH3:3])[CH3:2].[H-].[Na+].Cl[C:21]1[N:29]=[CH:28][CH:27]=[CH:26][C:22]=1[C:23]([NH2:25])=[O:24].[OH-].[Na+], predict the reaction product. The product is: [C:1]([O:5][C:6](=[O:17])[NH:7][CH2:8][CH2:9][C:10]1[CH:15]=[CH:14][C:13]([O:16][C:21]2[C:22]([C:23](=[O:24])[NH2:25])=[CH:26][CH:27]=[CH:28][N:29]=2)=[CH:12][CH:11]=1)([CH3:4])([CH3:2])[CH3:3]. (5) Given the reactants [CH3:1][O:2][C:3]([C:5]1[CH:13]=[C:12]2[C:8]([C:9]([CH:15]3[CH2:20][CH2:19][CH2:18][CH2:17][CH2:16]3)=[C:10](Br)[NH:11]2)=[CH:7][CH:6]=1)=[O:4].[CH:21]([C:23]1[CH:28]=[CH:27][CH:26]=[CH:25][C:24]=1B(O)O)=[CH2:22].C(=O)([O-])[O-].[Na+].[Na+], predict the reaction product. The product is: [CH:15]1([C:9]2[C:8]3[C:12](=[CH:13][C:5]([C:3]([O:2][CH3:1])=[O:4])=[CH:6][CH:7]=3)[NH:11][C:10]=2[C:24]2[CH:25]=[CH:26][CH:27]=[CH:28][C:23]=2[CH:21]=[CH2:22])[CH2:20][CH2:19][CH2:18][CH2:17][CH2:16]1. (6) Given the reactants Br[C:2]1[CH:3]=[N:4][CH:5]=[CH:6][CH:7]=1.C([Li])CCC.N1C=CC=CC=1[Li].[O:20]=[C:21]1[CH2:27][CH:26]2[CH2:28][CH:22]1[CH2:23][N:24]([C:29]([O:31][CH2:32][CH3:33])=[O:30])[CH2:25]2, predict the reaction product. The product is: [OH:20][C:21]1([C:2]2[CH:3]=[N:4][CH:5]=[CH:6][CH:7]=2)[CH2:27][CH:26]2[CH2:28][CH:22]1[CH2:23][N:24]([C:29]([O:31][CH2:32][CH3:33])=[O:30])[CH2:25]2. (7) Given the reactants [CH3:1][O:2][C:3]1[CH:8]=[C:7](B(O)O)[C:6]([O:12][CH3:13])=[CH:5][N:4]=1.Br[C:15]1[CH:22]=[C:21]([Cl:23])[CH:20]=[CH:19][C:16]=1[C:17]#[N:18], predict the reaction product. The product is: [Cl:23][C:21]1[CH:22]=[CH:15][C:16]([C:17]#[N:18])=[C:19]([C:7]2[C:6]([O:12][CH3:13])=[CH:5][N:4]=[C:3]([O:2][CH3:1])[CH:8]=2)[CH:20]=1. (8) The product is: [CH3:23][C:19]1[N:18]=[C:17]([C:14]2[N:13]=[CH:12][C:11]3[CH:10]=[N:9][N:8]([C:6]4[N:7]=[C:2]([N:28]5[CH2:33][CH2:32][CH2:31][C@H:30]([NH:34][C:35](=[O:41])[O:36][C:37]([CH3:39])([CH3:38])[CH3:40])[CH2:29]5)[C:3]([C:24]([F:27])([F:26])[F:25])=[CH:4][CH:5]=4)[C:16]=3[CH:15]=2)[CH:22]=[N:21][CH:20]=1. Given the reactants Cl[C:2]1[N:7]=[C:6]([N:8]2[C:16]3[CH:15]=[C:14]([C:17]4[CH:22]=[N:21][CH:20]=[C:19]([CH3:23])[N:18]=4)[N:13]=[CH:12][C:11]=3[CH:10]=[N:9]2)[CH:5]=[CH:4][C:3]=1[C:24]([F:27])([F:26])[F:25].[NH:28]1[CH2:33][CH2:32][CH2:31][C@H:30]([NH:34][C:35](=[O:41])[O:36][C:37]([CH3:40])([CH3:39])[CH3:38])[CH2:29]1.CN1CCOCC1.O, predict the reaction product. (9) Given the reactants [N:1]1[CH:6]=[CH:5][CH:4]=[CH:3][C:2]=1[C:7]1[CH:14]=[CH:13][C:10]([CH:11]=[O:12])=[CH:9][CH:8]=1.[BH4-].[Na+], predict the reaction product. The product is: [N:1]1[CH:6]=[CH:5][CH:4]=[CH:3][C:2]=1[C:7]1[CH:8]=[CH:9][C:10]([CH2:11][OH:12])=[CH:13][CH:14]=1. (10) The product is: [CH2:19]([O:21][C:22](=[O:30])[C:23]1[CH:28]=[CH:27][CH:26]=[C:25]([NH:29][C:2]2[CH:17]=[C:6]3[C:7]4[C:12]([CH2:13][CH2:14][N:5]3[C:4](=[O:18])[N:3]=2)=[CH:11][C:10]([O:15][CH3:16])=[CH:9][CH:8]=4)[CH:24]=1)[CH3:20]. Given the reactants Cl[C:2]1[CH:17]=[C:6]2[C:7]3[C:12]([CH2:13][CH2:14][N:5]2[C:4](=[O:18])[N:3]=1)=[CH:11][C:10]([O:15][CH3:16])=[CH:9][CH:8]=3.[CH2:19]([O:21][C:22](=[O:30])[C:23]1[CH:28]=[CH:27][CH:26]=[C:25]([NH2:29])[CH:24]=1)[CH3:20], predict the reaction product.